Dataset: Full USPTO retrosynthesis dataset with 1.9M reactions from patents (1976-2016). Task: Predict the reactants needed to synthesize the given product. Given the product [Cl:1][C:2]1[CH:7]=[CH:6][CH:5]=[CH:4][C:3]=1[CH2:8][C:21]([O:14][CH2:15][CH3:18])=[O:23], predict the reactants needed to synthesize it. The reactants are: [Cl:1][C:2]1[CH:7]=[CH:6][CH:5]=[CH:4][C:3]=1[CH3:8].C(O[O:14][C:15]([CH3:18])(C)C)(C)(C)C.[C]=O.[CH2:21]([OH:23])C.